Dataset: Forward reaction prediction with 1.9M reactions from USPTO patents (1976-2016). Task: Predict the product of the given reaction. (1) Given the reactants [Cl:1][C:2]1[CH:7]=[CH:6][C:5]([C@H:8]([OH:11])[CH2:9][OH:10])=[CH:4][CH:3]=1.N1C=CN=C1.[Si:17](Cl)([C:20]([CH3:23])([CH3:22])[CH3:21])([CH3:19])[CH3:18], predict the reaction product. The product is: [Si:17]([O:10][CH2:9][C@H:8]([C:5]1[CH:4]=[CH:3][C:2]([Cl:1])=[CH:7][CH:6]=1)[OH:11])([C:20]([CH3:23])([CH3:22])[CH3:21])([CH3:19])[CH3:18]. (2) Given the reactants [Br:1][C:2]1[CH:3]=[C:4]([OH:11])[C:5](/[CH:8]=[CH:9]\[CH3:10])=[N:6][CH:7]=1.C(=O)([O-])[O-].[K+].[K+].[CH2:18](I)[CH:19]=[CH2:20], predict the reaction product. The product is: [Br:1][C:2]1[CH:3]=[C:4]([O:11][CH2:20][CH:19]=[CH2:18])[C:5](/[CH:8]=[CH:9]\[CH3:10])=[N:6][CH:7]=1. (3) The product is: [CH2:1]([N:8]1[C@H:13]2[CH2:14][CH2:15][C@@H:9]1[CH2:10][N:11]([C:69]1[CH:74]=[CH:73][C:72]([F:75])=[CH:71][CH:70]=1)[CH2:12]2)[C:2]1[CH:3]=[CH:4][CH:5]=[CH:6][CH:7]=1. Given the reactants [CH2:1]([N:8]1[CH:13]2[CH2:14][CH2:15][CH:9]1[CH2:10][NH:11][CH2:12]2)[C:2]1[CH:7]=[CH:6][CH:5]=[CH:4][CH:3]=1.C1(P(C2C=CC=CC=2)C2C=CC3C(=CC=CC=3)C=2C2C3C(=CC=CC=3)C=CC=2P(C2C=CC=CC=2)C2C=CC=CC=2)C=CC=CC=1.CC(C)([O-])C.[Na+].Br[C:69]1[CH:74]=[CH:73][C:72]([F:75])=[CH:71][CH:70]=1, predict the reaction product. (4) The product is: [F:53][C:2]([F:1])([F:52])[C:3]1[CH:4]=[C:5]([CH:45]=[C:46]([C:48]([F:51])([F:50])[F:49])[CH:47]=1)[CH2:6][N:7]([CH2:23][C:24]1[CH:29]=[C:28]([C:30]([F:33])([F:32])[F:31])[CH:27]=[CH:26][C:25]=1[C:34]1[C:39]([O:40][CH3:41])=[CH:38][CH:37]=[C:36]([CH:42]([CH3:43])[CH3:44])[N:35]=1)[C:8]1[N:9]=[CH:10][C:11]([O:14][CH2:15][CH2:16][CH2:17][C:18]([O:20][CH2:21][CH3:22])=[O:19])=[CH:12][N:13]=1. Given the reactants [F:1][C:2]([F:53])([F:52])[C:3]1[CH:4]=[C:5]([CH:45]=[C:46]([C:48]([F:51])([F:50])[F:49])[CH:47]=1)[CH2:6][N:7]([CH2:23][C:24]1[CH:29]=[C:28]([C:30]([F:33])([F:32])[F:31])[CH:27]=[CH:26][C:25]=1[C:34]1[C:39]([O:40][CH3:41])=[CH:38][CH:37]=[C:36]([C:42]([CH3:44])=[CH2:43])[N:35]=1)[C:8]1[N:13]=[CH:12][C:11]([O:14][CH2:15][CH2:16][CH2:17][C:18]([O:20][CH2:21][CH3:22])=[O:19])=[CH:10][N:9]=1, predict the reaction product. (5) The product is: [C:1]([O:4][CH2:5][CH2:6][CH2:7][N:8]1[C:20]2[C:19]3[CH:18]=[CH:17][C:16]([Br:21])=[CH:15][C:14]=3[N:13]=[CH:12][C:11]=2[N:10]=[C:9]1[S:22][CH3:27])(=[O:3])[CH3:2]. Given the reactants [C:1]([O:4][CH2:5][CH2:6][CH2:7][N:8]1[C:20]2[C:19]3[CH:18]=[CH:17][C:16]([Br:21])=[CH:15][C:14]=3[N:13]=[CH:12][C:11]=2[NH:10][C:9]1=[S:22])(=[O:3])[CH3:2].O.[OH-].[NH4+].I[CH3:27], predict the reaction product. (6) Given the reactants S(Cl)(Cl)=O.[Cl:5][C:6]1[CH:26]=[CH:25][C:9]([C:10]([C:12]2[CH:13]=[C:14]3[C:19](=[CH:20][CH:21]=2)[N:18]=[CH:17][CH:16]=[C:15]3[C:22]([OH:24])=[O:23])=[O:11])=[CH:8][CH:7]=1.[CH3:27]O, predict the reaction product. The product is: [Cl:5][C:6]1[CH:26]=[CH:25][C:9]([C:10]([C:12]2[CH:13]=[C:14]3[C:19](=[CH:20][CH:21]=2)[N:18]=[CH:17][CH:16]=[C:15]3[C:22]([O:24][CH3:27])=[O:23])=[O:11])=[CH:8][CH:7]=1. (7) The product is: [CH:29]1([C:11]([N:8]2[CH2:9][CH2:10][C@@H:6]([CH2:5][C:4]([O:3][CH2:1][CH3:2])=[O:18])[CH2:7]2)=[O:13])[CH2:31][CH2:30]1. Given the reactants [CH2:1]([O:3][C:4](=[O:18])[CH2:5][C@@H:6]1[CH2:10][CH2:9][N:8]([C:11]([O:13]C(C)(C)C)=O)[CH2:7]1)[CH3:2].O1CCOCC1.C(N(CC)[CH:29]([CH3:31])[CH3:30])(C)C.C1(C(Cl)=O)CC1, predict the reaction product. (8) Given the reactants [C:1]1(B(O)O)[CH:6]=[CH:5][CH:4]=[CH:3][CH:2]=1.[CH2:10]([O:12][C:13]([C:15]1[N:16]=[C:17](Cl)[O:18][CH:19]=1)=[O:14])[CH3:11].C(=O)([O-])[O-].[Na+].[Na+].C(OCC)(=O)C, predict the reaction product. The product is: [CH2:10]([O:12][C:13]([C:15]1[N:16]=[C:17]([C:1]2[CH:6]=[CH:5][CH:4]=[CH:3][CH:2]=2)[O:18][CH:19]=1)=[O:14])[CH3:11]. (9) Given the reactants CS[C:3](SC)=[CH:4][N+:5]([O-:7])=[O:6].[Cl:10][C:11]1[CH:37]=[CH:36][C:14]([O:15][C:16]2[CH:21]=[CH:20][C:19]([NH:22][C@@H:23]([C:26]3[CH:31]=[CH:30][CH:29]=[C:28]([C:32]([F:35])([F:34])[F:33])[CH:27]=3)[CH2:24][NH2:25])=[CH:18][CH:17]=2)=[CH:13][CH:12]=1, predict the reaction product. The product is: [Cl:10][C:11]1[CH:12]=[CH:13][C:14]([O:15][C:16]2[CH:21]=[CH:20][C:19]([N:22]3[C@@H:23]([C:26]4[CH:31]=[CH:30][CH:29]=[C:28]([C:32]([F:33])([F:34])[F:35])[CH:27]=4)[CH2:24][NH:25][C:3]3=[CH:4][N+:5]([O-:7])=[O:6])=[CH:18][CH:17]=2)=[CH:36][CH:37]=1. (10) Given the reactants [NH:1]([C:8](=[O:28])[CH:9]([C:19]1[CH:27]=[CH:26][C:22]([C:23]([OH:25])=[O:24])=[CH:21][CH:20]=1)[C:10]([NH:12][C:13]1[CH:18]=[CH:17][CH:16]=[CH:15][CH:14]=1)=[O:11])[C:2]1[CH:7]=[CH:6][CH:5]=[CH:4][CH:3]=1.[Li+].[OH-:30], predict the reaction product. The product is: [NH:1]([C:8](=[O:28])[C:9]([C:19]1[CH:20]=[CH:21][C:22]([C:23]([OH:25])=[O:24])=[CH:26][CH:27]=1)([C:10]([NH:12][C:13]1[CH:18]=[CH:17][CH:16]=[CH:15][CH:14]=1)=[O:11])[OH:30])[C:2]1[CH:3]=[CH:4][CH:5]=[CH:6][CH:7]=1.